Predict the product of the given reaction. From a dataset of Forward reaction prediction with 1.9M reactions from USPTO patents (1976-2016). (1) Given the reactants [OH:1][C@H:2]1[CH2:7][CH2:6][C@H:5]([N:8]2[C:13](=[O:14])[C:12]([CH2:15][C:16]3[CH:21]=[CH:20][C:19]([C:22]4[C:23]([C:28]#[N:29])=[CH:24][CH:25]=[CH:26][CH:27]=4)=[CH:18][CH:17]=3)=[C:11]([CH2:30][CH2:31][CH3:32])[N:10]3[N:33]=[N:34][CH:35]=[C:9]23)[CH2:4][CH2:3]1.[N+](=[CH:38][C:39]([O:41][CH2:42][CH3:43])=[O:40])=[N-], predict the reaction product. The product is: [C:28]([C:23]1[CH:24]=[CH:25][CH:26]=[CH:27][C:22]=1[C:19]1[CH:20]=[CH:21][C:16]([CH2:15][C:12]2[C:13](=[O:14])[N:8]([C@H:5]3[CH2:6][CH2:7][C@H:2]([O:1][CH2:38][C:39]([O:41][CH2:42][CH3:43])=[O:40])[CH2:3][CH2:4]3)[C:9]3[N:10]([N:33]=[N:34][CH:35]=3)[C:11]=2[CH2:30][CH2:31][CH3:32])=[CH:17][CH:18]=1)#[N:29]. (2) Given the reactants C(Cl)Cl.[C:4]1(OB(O)O)[CH:9]=[CH:8][CH:7]=[CH:6][CH:5]=1.[N:14]1[NH:15][N:16]=[N:17][C:18]=1[C:19]1[CH2:20][CH2:21][N:22]([C:25]([O:27][C:28]([CH3:31])([CH3:30])[CH3:29])=[O:26])[CH2:23][CH:24]=1.[OH-].[Na+], predict the reaction product. The product is: [C:4]1([N:15]2[N:16]=[N:17][C:18]([C:19]3[CH2:20][CH2:21][N:22]([C:25]([O:27][C:28]([CH3:31])([CH3:30])[CH3:29])=[O:26])[CH2:23][CH:24]=3)=[N:14]2)[CH:9]=[CH:8][CH:7]=[CH:6][CH:5]=1.